Dataset: Catalyst prediction with 721,799 reactions and 888 catalyst types from USPTO. Task: Predict which catalyst facilitates the given reaction. (1) Reactant: [NH:1]1[C:10]2[C:5](=[CH:6][C:7]([S:11]([NH2:14])(=[O:13])=[O:12])=[CH:8][CH:9]=2)[CH2:4][CH2:3][CH2:2]1.C(=O)([O-])[O-].[K+].[K+].[Cl:21][CH2:22][C:23](Cl)=[O:24]. Product: [Cl:21][CH2:22][C:23]([N:1]1[C:10]2[C:5](=[CH:6][C:7]([S:11]([NH2:14])(=[O:12])=[O:13])=[CH:8][CH:9]=2)[CH2:4][CH2:3][CH2:2]1)=[O:24]. The catalyst class is: 1. (2) Reactant: [Si:1]([O:8][C@@H:9]1[C@@:30]2([CH3:31])[C:13](=[CH:14][CH:15]=[C:16]3[C@@H:29]2[CH2:28][CH2:27][C@@:26]2([CH3:32])[C@H:17]3[CH2:18][CH:19]=[C:20]2[C:21]([OH:25])([CH2:23][CH3:24])[CH3:22])[CH2:12][C@@H:11]([O:33][Si:34]([C:37]([CH3:40])([CH3:39])[CH3:38])([CH3:36])[CH3:35])[CH2:10]1)([C:4]([CH3:7])([CH3:6])[CH3:5])([CH3:3])[CH3:2].Br/[CH:42]=[CH:43]\[CH2:44][C:45]([O:48][Si:49]([CH2:54][CH3:55])([CH2:52][CH3:53])[CH2:50][CH3:51])([CH3:47])[CH3:46].[H-].[Na+].C1OCCOCCOCCOCCOC1. Product: [Si:1]([O:8][C@@H:9]1[C@@:30]2([CH3:31])[C:13](=[CH:14][CH:15]=[C:16]3[C@@H:29]2[CH2:28][CH2:27][C@@:26]2([CH3:32])[C@H:17]3[CH2:18][CH:19]=[C:20]2[C:21]([O:25]/[CH:42]=[CH:43]\[CH2:44][C:45]([O:48][Si:49]([CH2:50][CH3:51])([CH2:52][CH3:53])[CH2:54][CH3:55])([CH3:46])[CH3:47])([CH2:23][CH3:24])[CH3:22])[CH2:12][C@@H:11]([O:33][Si:34]([C:37]([CH3:39])([CH3:38])[CH3:40])([CH3:35])[CH3:36])[CH2:10]1)([C:4]([CH3:7])([CH3:6])[CH3:5])([CH3:3])[CH3:2]. The catalyst class is: 7. (3) Reactant: C(Cl)CCl.Cl.[NH2:6][C:7]1[N:12]=[CH:11][C:10](/[CH:13]=[CH:14]/[C:15]([OH:17])=O)=[CH:9][C:8]=1[C:18]([OH:21])([CH3:20])[CH3:19].C1C=CC2N(O)N=NC=2C=1.[CH3:32][NH:33][CH2:34][C:35]1[C:39]2[CH:40]=[CH:41][CH:42]=[CH:43][C:38]=2[O:37][C:36]=1[CH3:44].C(N(C(C)C)C(C)C)C. Product: [NH2:6][C:7]1[N:12]=[CH:11][C:10](/[CH:13]=[CH:14]/[C:15]([N:33]([CH3:32])[CH2:34][C:35]2[C:39]3[CH:40]=[CH:41][CH:42]=[CH:43][C:38]=3[O:37][C:36]=2[CH3:44])=[O:17])=[CH:9][C:8]=1[C:18]([OH:21])([CH3:20])[CH3:19]. The catalyst class is: 18.